Dataset: Reaction yield outcomes from USPTO patents with 853,638 reactions. Task: Predict the reaction yield, written as a fraction of the theoretical maximum amount of product (1.0 means a 100% yield; for example, 0.34 means a 34% yield). (1) The reactants are Cl[C:2]1[N:7]=[CH:6][N:5]=[C:4]([NH2:8])[CH:3]=1.[Cl:9][C:10]1[CH:11]=[C:12](B(O)O)[CH:13]=[CH:14][CH:15]=1.C([O-])([O-])=O.[Na+].[Na+]. The catalyst is COCCOC.CCO.O.Cl[Pd](Cl)([P](C1C=CC=CC=1)(C1C=CC=CC=1)C1C=CC=CC=1)[P](C1C=CC=CC=1)(C1C=CC=CC=1)C1C=CC=CC=1. The product is [Cl:9][C:10]1[CH:15]=[C:14]([C:2]2[N:7]=[CH:6][N:5]=[C:4]([NH2:8])[CH:3]=2)[CH:13]=[CH:12][CH:11]=1. The yield is 0.910. (2) The reactants are [C:12]([O:11][C:9](O[C:9]([O:11][C:12]([CH3:15])([CH3:14])[CH3:13])=[O:10])=[O:10])([CH3:15])([CH3:14])[CH3:13].[NH:16]1[CH2:21][CH2:20][CH:19]([C:22]([O:24][CH2:25][CH3:26])=[O:23])[CH2:18][CH2:17]1.CCN(CC)CC. No catalyst specified. The product is [N:16]1([C:9]([O:11][C:12]([CH3:13])([CH3:14])[CH3:15])=[O:10])[CH2:21][CH2:20][CH:19]([C:22]([O:24][CH2:25][CH3:26])=[O:23])[CH2:18][CH2:17]1. The yield is 0.930. (3) The yield is 0.740. The product is [F:26][C:24]([F:27])([F:25])[C:22]1[CH:21]=[C:5]([CH:4]=[C:3]([C:2]([F:29])([F:28])[F:1])[CH:23]=1)[CH2:6][N:7]1[C:11]([C:12]2[CH:17]=[CH:16][CH:15]=[CH:14][CH:13]=2)=[C:10]([C:18]([N:38]2[CH2:39][CH2:40][CH2:41][CH:37]2[C:32]2[CH:33]=[CH:34][CH:35]=[CH:36][C:31]=2[Cl:30])=[O:19])[N:9]=[N:8]1. The reactants are [F:1][C:2]([F:29])([F:28])[C:3]1[CH:4]=[C:5]([CH:21]=[C:22]([C:24]([F:27])([F:26])[F:25])[CH:23]=1)[CH2:6][N:7]1[C:11]([C:12]2[CH:17]=[CH:16][CH:15]=[CH:14][CH:13]=2)=[C:10]([C:18](O)=[O:19])[N:9]=[N:8]1.[Cl:30][C:31]1[CH:36]=[CH:35][CH:34]=[CH:33][C:32]=1[CH:37]1[CH2:41][CH2:40][CH2:39][NH:38]1.C1C=CC2N(O)N=NC=2C=1.C(N(CC)CC)C.CCN=C=NCCCN(C)C. The catalyst is C(Cl)Cl. (4) The reactants are [NH:1]1[CH2:6][CH2:5][O:4][CH:3]([C:7](=[O:9])[CH3:8])[CH2:2]1.C(N(CC)CC)C.[C:17](Cl)(=[O:26])[O:18][CH2:19][C:20]1[CH:25]=[CH:24][CH:23]=[CH:22][CH:21]=1. The catalyst is C(Cl)Cl. The product is [C:7]([CH:3]1[O:4][CH2:5][CH2:6][N:1]([C:17]([O:18][CH2:19][C:20]2[CH:25]=[CH:24][CH:23]=[CH:22][CH:21]=2)=[O:26])[CH2:2]1)(=[O:9])[CH3:8]. The yield is 0.630. (5) The reactants are [C:1]([OH:12])(=[O:11])[C:2]1[CH:10]=[CH:9][C:7]([OH:8])=[C:4]([O:5][CH3:6])[CH:3]=1.C(=O)([O-])[O-].[K+].[K+].[CH2:19](Br)[C:20]1[CH:25]=[CH:24][CH:23]=[CH:22][CH:21]=1.[Cl-].[Na+]. The catalyst is CN(C)C=O.O. The product is [CH2:19]([O:11][C:1](=[O:12])[C:2]1[CH:10]=[CH:9][C:7]([O:8][CH2:1][C:2]2[CH:10]=[CH:9][CH:7]=[CH:4][CH:3]=2)=[C:4]([O:5][CH3:6])[CH:3]=1)[C:20]1[CH:25]=[CH:24][CH:23]=[CH:22][CH:21]=1. The yield is 0.960.